From a dataset of Catalyst prediction with 721,799 reactions and 888 catalyst types from USPTO. Predict which catalyst facilitates the given reaction. (1) Reactant: [CH3:1][O:2][C:3]([C:5]1[S:6][C:7]([N+:11]([O-:13])=[O:12])=[C:8](Br)[CH:9]=1)=[O:4].[CH3:14][O:15][C:16]1[CH:17]=[C:18]([SH:22])[CH:19]=[CH:20][CH:21]=1.C([O-])([O-])=O.[Cs+].[Cs+]. Product: [CH3:1][O:2][C:3]([C:5]1[S:6][C:7]([N+:11]([O-:13])=[O:12])=[C:8]([S:22][C:18]2[CH:19]=[CH:20][CH:21]=[C:16]([O:15][CH3:14])[CH:17]=2)[CH:9]=1)=[O:4]. The catalyst class is: 9. (2) Reactant: [C:1]([O:5][C:6](=[O:42])[N:7]([CH2:28][CH2:29][CH2:30][C:31](=[O:41])[NH:32][O:33]CC1C=CC=CC=1)[CH2:8][CH2:9][N:10]1[C:19]2[C:14]([C:15](=[O:21])[NH:16][C:17](=[O:20])[N:18]=2)=[N:13][C:12]2[CH:22]=[C:23]([CH3:27])[C:24]([CH3:26])=[CH:25][C:11]1=2)([CH3:4])([CH3:3])[CH3:2]. Product: [C:1]([O:5][C:6](=[O:42])[N:7]([CH2:8][CH2:9][N:10]1[C:19]2[C:14]([C:15](=[O:21])[NH:16][C:17](=[O:20])[N:18]=2)=[N:13][C:12]2[CH:22]=[C:23]([CH3:27])[C:24]([CH3:26])=[CH:25][C:11]1=2)[CH2:28][CH2:29][CH2:30][C:31](=[O:41])[NH:32][OH:33])([CH3:3])([CH3:2])[CH3:4]. The catalyst class is: 5. (3) Reactant: Br[C:2]1[CH:7]=[CH:6][CH:5]=[C:4]([F:8])[C:3]=1[NH:9][C:10](=[O:15])[C:11]([CH3:14])([CH3:13])[CH3:12].C([Li])CCC.C1CCCCC1.CN(C)[CH:29]=[O:30]. Product: [F:8][C:4]1[CH:5]=[CH:6][CH:7]=[C:2]([CH:29]=[O:30])[C:3]=1[NH:9][C:10](=[O:15])[C:11]([CH3:14])([CH3:13])[CH3:12]. The catalyst class is: 7.